Dataset: Catalyst prediction with 721,799 reactions and 888 catalyst types from USPTO. Task: Predict which catalyst facilitates the given reaction. (1) Product: [N:2]1[CH:7]=[CH:6][CH:5]=[N:4][C:3]=1[O:8][C:9]1[CH:14]=[CH:13][C:12]([CH2:15][N:16]2[CH2:21][CH2:20][C:19]([CH:22]([C:24]3[CH:25]=[CH:26][C:27]([C:30]([F:33])([F:31])[F:32])=[CH:28][CH:29]=3)[OH:23])=[CH:18][CH2:17]2)=[CH:11][CH:10]=1. Reactant: Cl.[N:2]1[CH:7]=[CH:6][CH:5]=[N:4][C:3]=1[O:8][C:9]1[CH:14]=[CH:13][C:12]([CH2:15][N:16]2[CH:21]=[CH:20][C:19]([CH:22]([C:24]3[CH:29]=[CH:28][C:27]([C:30]([F:33])([F:32])[F:31])=[CH:26][CH:25]=3)[OH:23])=[CH:18][CH2:17]2)=[CH:11][CH:10]=1.[BH4-].[Na+]. The catalyst class is: 40. (2) Reactant: [CH:1]([C:4]1[S:8][C:7]([CH3:9])=[N:6][C:5]=1[C:10]1[CH:15]=[CH:14][C:13]([O:16]C)=[CH:12][CH:11]=1)([CH3:3])[CH3:2].C(O)(=O)C.Br(O)(=O)=O.C(=O)([O-])[O-].[K+].[K+]. Product: [CH:1]([C:4]1[S:8][C:7]([CH3:9])=[N:6][C:5]=1[C:10]1[CH:11]=[CH:12][C:13]([OH:16])=[CH:14][CH:15]=1)([CH3:3])[CH3:2]. The catalyst class is: 4. (3) Reactant: N1C(Cl)=NC(Cl)=NC=1[Cl:3].CN(C)C=O.[Br:15][C:16]1[C:17]([O:27][CH2:28][CH3:29])=[C:18]([CH:24](O)[CH3:25])[CH:19]=[C:20]([Cl:23])[C:21]=1[CH3:22]. Product: [Br:15][C:16]1[C:21]([CH3:22])=[C:20]([Cl:23])[CH:19]=[C:18]([CH:24]([Cl:3])[CH3:25])[C:17]=1[O:27][CH2:28][CH3:29]. The catalyst class is: 2. (4) Reactant: C(N1C=CN=C1)(N1C=CN=C1)=O.[Br:13][C:14]1[CH:22]=[CH:21][C:17]([C:18]([OH:20])=O)=[CH:16][CH:15]=1.[F:23][C:24]([F:30])([F:29])[C:25]([NH2:28])=[N:26]O. Product: [Br:13][C:14]1[CH:15]=[CH:16][C:17]([C:18]2[O:20][N:28]=[C:25]([C:24]([F:30])([F:29])[F:23])[N:26]=2)=[CH:21][CH:22]=1. The catalyst class is: 2. (5) Reactant: Cl[C:2]1[C:7]([C:8]([C:10]2[CH:11]=[N:12][N:13]([CH3:22])[C:14]=2[C:15]2[CH:20]=[CH:19][C:18]([CH3:21])=[CH:17][CH:16]=2)=[O:9])=[C:6]([Cl:23])[N:5]=[CH:4][N:3]=1.[NH:24]1[CH2:27][CH2:26][CH2:25]1.C(N(CC)C(C)C)(C)C. Product: [N:24]1([C:2]2[C:7]([C:8]([C:10]3[CH:11]=[N:12][N:13]([CH3:22])[C:14]=3[C:15]3[CH:16]=[CH:17][C:18]([CH3:21])=[CH:19][CH:20]=3)=[O:9])=[C:6]([Cl:23])[N:5]=[CH:4][N:3]=2)[CH2:27][CH2:26][CH2:25]1. The catalyst class is: 10.